This data is from Reaction yield outcomes from USPTO patents with 853,638 reactions. The task is: Predict the reaction yield, written as a fraction of the theoretical maximum amount of product (1.0 means a 100% yield; for example, 0.34 means a 34% yield). (1) The reactants are C(/[C:5](=[CH:9]\[C:10]([OH:12])=[O:11])/[C:6]([OH:8])=[O:7])(C)(C)C.[CH2:13]([N:15]([CH2:20][CH3:21])[C:16](=[O:19])[CH2:17]Cl)[CH3:14]. The catalyst is CN1CCCC1=O. The product is [CH2:13]([N:15]([CH2:20][CH3:21])[C:16]([CH2:17][O:12][C:10](/[CH:9]=[CH:5]/[C:6]([OH:8])=[O:7])=[O:11])=[O:19])[CH3:14]. The yield is 0.0600. (2) The reactants are [Cl-].[Br:2][C:3]1[CH:8]=[CH:7][C:6]([CH2:9][NH3+:10])=[CH:5][CH:4]=1.[OH-].[Na+].Cl[C:14]([O:16][CH2:17][C:18]1[CH:23]=[CH:22][CH:21]=[CH:20][CH:19]=1)=[O:15]. The catalyst is O1CCCC1.O.[Cl-].[Na+].O. The product is [Br:2][C:3]1[CH:8]=[CH:7][C:6]([CH2:9][NH:10][C:14](=[O:15])[O:16][CH2:17][C:18]2[CH:23]=[CH:22][CH:21]=[CH:20][CH:19]=2)=[CH:5][CH:4]=1. The yield is 1.02. (3) The reactants are [F:1][C:2]1[CH:7]=[CH:6][C:5]([CH2:8][OH:9])=[CH:4][CH:3]=1.[H-].[Na+].CS(O[CH:17]1[CH2:20][N:19]([C:21]([N:23]2[CH2:29][CH2:28][CH2:27][N:26]([CH:30]3[CH2:33][CH2:32][CH2:31]3)[CH2:25][CH2:24]2)=[O:22])[CH2:18]1)(=O)=O. The catalyst is CS(C)=O.CCOC(C)=O. The product is [CH:30]1([N:26]2[CH2:27][CH2:28][CH2:29][N:23]([C:21]([N:19]3[CH2:20][CH:17]([O:9][CH2:8][C:5]4[CH:6]=[CH:7][C:2]([F:1])=[CH:3][CH:4]=4)[CH2:18]3)=[O:22])[CH2:24][CH2:25]2)[CH2:31][CH2:32][CH2:33]1. The yield is 0.180. (4) The reactants are [OH:1]S(C(F)(F)F)(=O)=O.[C:9](=[NH:32])([O:11][CH2:12][CH2:13][C:14]1[CH:19]=[CH:18][C:17]([O:20][C:21]2[CH:26]=[CH:25][C:24]([Cl:27])=[C:23]([C:28]([F:31])([F:30])[F:29])[CH:22]=2)=[CH:16][CH:15]=1)[NH2:10].[CH:33]([CH:35]([CH2:41][C:42]1[C:47](F)=[CH:46][C:45]([F:49])=[CH:44][C:43]=1[F:50])[C:36](OCC)=O)=[O:34].C([O-])([O-])=O.[K+].[K+]. The catalyst is CC(N(C)C)=O. The product is [Cl:27][C:24]1[CH:25]=[CH:26][C:21]([O:20][C:17]2[CH:16]=[CH:15][C:14]([CH2:13][CH2:12][O:11][C:9]3[NH:10][CH:36]=[C:35]([CH2:41][C:42]4[C:47]([OH:1])=[CH:46][C:45]([F:49])=[CH:44][C:43]=4[F:50])[C:33](=[O:34])[N:32]=3)=[CH:19][CH:18]=2)=[CH:22][C:23]=1[C:28]([F:31])([F:30])[F:29]. The yield is 0.320. (5) The reactants are [C:1]([O:5][C:6](=[O:19])[NH:7][CH2:8][CH2:9][CH2:10][O:11][C:12]1[CH:17]=[CH:16][C:15]([NH2:18])=[CH:14][CH:13]=1)([CH3:4])([CH3:3])[CH3:2].C(O[C:25](=[O:49])[C@@H:26]([NH:31][C:32]([O:34][CH2:35][CH:36]1[C:48]2[CH:47]=[CH:46][CH:45]=[CH:44][C:43]=2C2C1=CC=CC=2)=[O:33])[CH2:27][C:28]([OH:30])=[O:29])(C)(C)C.[CH:50]1[CH:51]=[CH:52][C:53]2N(O)N=N[C:54]=2[CH:55]=1.CCN([CH:66]([CH3:68])[CH3:67])C(C)C.[CH3:69]N(C(ON1N=NC2C=CC=CC1=2)=[N+](C)C)C.F[P-](F)(F)(F)(F)F. The catalyst is CN(C=O)C. The product is [C:66]([O:30][C:28](=[O:29])[CH2:27][C@H:26]([NH:31][C:32]([O:34][CH2:35][CH:36]1[C:48]2[CH:43]=[CH:44][CH:45]=[CH:46][C:47]=2[C:53]2[C:54]1=[CH:55][CH:50]=[CH:51][CH:52]=2)=[O:33])[C:25]([NH:18][C:15]1[CH:14]=[CH:13][C:12]([O:11][CH2:10][CH2:9][CH2:8][NH:7][C:6]([O:5][C:1]([CH3:4])([CH3:2])[CH3:3])=[O:19])=[CH:17][CH:16]=1)=[O:49])([CH3:68])([CH3:69])[CH3:67]. The yield is 0.950. (6) The reactants are [F:1][C:2]1([F:33])[O:6][C:5]2[CH:7]=[CH:8][C:9]([C:11]3([C:14]([NH:16][C:17]4[N:22]=[C:21]([C:23]5[CH:24]=[C:25]([CH:29]=[CH:30][CH:31]=5)[C:26]([OH:28])=[O:27])[C:20]([CH3:32])=[CH:19][CH:18]=4)=[O:15])[CH2:13][CH2:12]3)=[CH:10][C:4]=2[O:3]1.Cl. The product is [F:33][C:2]1([F:1])[O:6][C:5]2[CH:7]=[CH:8][C:9]([C:11]3([C:14]([NH:16][C:17]4[N:22]=[C:21]([C:23]5[CH:24]=[C:25]([CH:29]=[CH:30][CH:31]=5)[C:26]([OH:28])=[O:27])[C:20]([CH3:32])=[CH:19][CH:18]=4)=[O:15])[CH2:13][CH2:12]3)=[CH:10][C:4]=2[O:3]1. The yield is 0.980. The catalyst is O.